Dataset: Forward reaction prediction with 1.9M reactions from USPTO patents (1976-2016). Task: Predict the product of the given reaction. (1) Given the reactants [Cl:1][C:2]1[CH:7]=[CH:6][C:5]([C:8]2[S:9][C:10]([CH:13]([CH2:18][C:19]([O:21][CH2:22][CH3:23])=[O:20])[CH2:14][C:15](O)=[O:16])=[CH:11][N:12]=2)=[CH:4][CH:3]=1.C(Cl)(=O)C([Cl:27])=O, predict the reaction product. The product is: [Cl:27][C:15](=[O:16])[CH2:14][CH:13]([C:10]1[S:9][C:8]([C:5]2[CH:6]=[CH:7][C:2]([Cl:1])=[CH:3][CH:4]=2)=[N:12][CH:11]=1)[CH2:18][C:19]([O:21][CH2:22][CH3:23])=[O:20]. (2) Given the reactants [C:1]1([CH2:7][O:8][C:9]([N:11]2[CH2:16][CH2:15][C:14]([CH:20]3[CH2:25][CH2:24][CH2:23][CH2:22][CH2:21]3)([C:17]([OH:19])=O)[CH2:13][CH2:12]2)=[O:10])[CH:6]=[CH:5][CH:4]=[CH:3][CH:2]=1.C(Cl)(=O)C(Cl)=O.[C:32]([NH2:36])([CH3:35])([CH3:34])[CH3:33], predict the reaction product. The product is: [C:1]1([CH2:7][O:8][C:9]([N:11]2[CH2:16][CH2:15][C:14]([CH:20]3[CH2:21][CH2:22][CH2:23][CH2:24][CH2:25]3)([C:17]([NH:36][C:32]([CH3:35])([CH3:34])[CH3:33])=[O:19])[CH2:13][CH2:12]2)=[O:10])[CH:2]=[CH:3][CH:4]=[CH:5][CH:6]=1.